This data is from Reaction yield outcomes from USPTO patents with 853,638 reactions. The task is: Predict the reaction yield, written as a fraction of the theoretical maximum amount of product (1.0 means a 100% yield; for example, 0.34 means a 34% yield). The reactants are [N:1]1[N:5]2[C:9](=[O:10])[C:4]3[N:5]([N:1]=[CH:2][CH:3]=3)[C:9](=[O:10])[C:4]2=[CH:3][CH:2]=1.[Cl:15][C:16]1[CH:22]=[CH:21][CH:20]=[CH:19][C:17]=1[NH2:18].CCO.CCCC(C)C. The catalyst is CN(C1C=CN=CC=1)C.O. The product is [Cl:15][C:16]1[CH:22]=[CH:21][CH:20]=[CH:19][C:17]=1[NH:18][C:9]([C:4]1[CH:3]=[CH:2][NH:1][N:5]=1)=[O:10]. The yield is 0.550.